Dataset: Catalyst prediction with 721,799 reactions and 888 catalyst types from USPTO. Task: Predict which catalyst facilitates the given reaction. (1) Reactant: Br[C:2]1[CH:7]=[CH:6][CH:5]=[CH:4][C:3]=1[C:8]1[CH:13]=[CH:12][C:11]([CH2:14][N:15]2[C:23]3[C:18](=[CH:19][C:20]([CH3:24])=[CH:21][CH:22]=3)[CH:17]=[CH:16]2)=[CH:10][CH:9]=1.[CH3:25][N:26]1[CH2:31][CH2:30][NH:29][CH2:28][CH2:27]1.C1(P(C2C=CC=CC=2)C2C=CC3C(=CC=CC=3)C=2C2C3C(=CC=CC=3)C=CC=2P(C2C=CC=CC=2)C2C=CC=CC=2)C=CC=CC=1.CC(C)([O-])C.[Na+]. Product: [CH3:24][C:20]1[CH:19]=[C:18]2[C:23](=[CH:22][CH:21]=1)[N:15]([CH2:14][C:11]1[CH:12]=[CH:13][C:8]([C:3]3[CH:4]=[CH:5][CH:6]=[CH:7][C:2]=3[N:29]3[CH2:30][CH2:31][N:26]([CH3:25])[CH2:27][CH2:28]3)=[CH:9][CH:10]=1)[CH:16]=[CH:17]2. The catalyst class is: 493. (2) Reactant: N[C:2]1[CH:7]=[CH:6][CH:5]=[CH:4][C:3]=1[S:8]([NH:11][C:12]1[CH:13]=[CH:14][CH:15]=[C:16]2[C:21]=1[N:20]=[C:19]([CH3:22])[CH:18]=[CH:17]2)(=[O:10])=[O:9].C(ON=O)(C)(C)C. Product: [CH3:22][C:19]1[CH:18]=[CH:17][C:16]2[C:21]([N:20]=1)=[C:12]1[C:13]([C:4]3[C:3]([S:8](=[O:10])(=[O:9])[NH:11]1)=[CH:2][CH:7]=[CH:6][CH:5]=3)=[CH:14][CH:15]=2. The catalyst class is: 15. (3) Reactant: CC1(C)[CH2:7][CH2:6][CH:5]([C:8]2[CH:13]=[CH:12][CH:11]=[CH:10][C:9]=2[N:14]2[CH2:19][CH2:18][NH:17][CH2:16][CH2:15]2)[CH2:4][CH2:3]1.[CH2:21](N(CC)CC)C.[C:28](Cl)(=[O:32])[CH2:29][CH2:30][CH3:31].C(=O)([O-])O.[Na+].O1[CH2:43][CH2:42][CH2:41][CH2:40]1. Product: [CH2:41]([C:42]1([CH2:43][CH3:21])[CH2:7][CH2:6][CH:5]([C:8]2[CH:13]=[CH:12][CH:11]=[CH:10][C:9]=2[N:14]2[CH2:15][CH2:16][N:17]([C:28](=[O:32])[CH2:29][CH2:30][CH3:31])[CH2:18][CH2:19]2)[CH2:4][CH2:3]1)[CH3:40]. The catalyst class is: 13. (4) Reactant: [CH3:1][C:2]1([CH3:45])[C:22]2[C:9](=[CH:10][C:11]3[C:12]([C:35]4[CH:44]=[CH:43][C:42]5[C:37](=[CH:38][CH:39]=[CH:40][CH:41]=5)[CH:36]=4)(O)[C:13]4[CH:14]=[CH:15][CH:16]=[CH:17][C:18]=4[C:19]([C:24]4[CH:33]=[CH:32][C:31]5[C:26](=[CH:27][CH:28]=[CH:29][CH:30]=5)[CH:25]=4)(O)[C:20]=3[CH:21]=2)[C:8]2[C:3]1=[CH:4][CH:5]=[CH:6][CH:7]=2.[I-].[K+].[PH2]([O-])=O.[Na+]. Product: [CH3:1][C:2]1([CH3:45])[C:22]2[C:9](=[CH:10][C:11]3[C:12]([C:35]4[CH:44]=[CH:43][C:42]5[C:37](=[CH:38][CH:39]=[CH:40][CH:41]=5)[CH:36]=4)=[C:13]4[C:18](=[C:19]([C:24]5[CH:33]=[CH:32][C:31]6[C:26](=[CH:27][CH:28]=[CH:29][CH:30]=6)[CH:25]=5)[C:20]=3[CH:21]=2)[CH:17]=[CH:16][CH:15]=[CH:14]4)[C:8]2[C:3]1=[CH:4][CH:5]=[CH:6][CH:7]=2. The catalyst class is: 15.